From a dataset of NCI-60 drug combinations with 297,098 pairs across 59 cell lines. Regression. Given two drug SMILES strings and cell line genomic features, predict the synergy score measuring deviation from expected non-interaction effect. (1) Drug 1: CC1=C(C=C(C=C1)NC(=O)C2=CC=C(C=C2)CN3CCN(CC3)C)NC4=NC=CC(=N4)C5=CN=CC=C5. Drug 2: COC1=C2C(=CC3=C1OC=C3)C=CC(=O)O2. Cell line: HS 578T. Synergy scores: CSS=10.5, Synergy_ZIP=-2.81, Synergy_Bliss=-2.56, Synergy_Loewe=2.34, Synergy_HSA=1.69. (2) Drug 1: CC1=C(C=C(C=C1)NC(=O)C2=CC=C(C=C2)CN3CCN(CC3)C)NC4=NC=CC(=N4)C5=CN=CC=C5. Drug 2: C1CC(=O)NC(=O)C1N2C(=O)C3=CC=CC=C3C2=O. Cell line: SK-MEL-28. Synergy scores: CSS=2.18, Synergy_ZIP=-1.12, Synergy_Bliss=-1.24, Synergy_Loewe=3.10, Synergy_HSA=-0.148.